From a dataset of Reaction yield outcomes from USPTO patents with 853,638 reactions. Predict the reaction yield, written as a fraction of the theoretical maximum amount of product (1.0 means a 100% yield; for example, 0.34 means a 34% yield). (1) The reactants are [F:1][C:2]1[CH:7]=[CH:6][C:5]([C:8]2[O:9][C:10]3[CH:20]=[CH:19][C:18]([C:21]4[CH:22]=[C:23]([CH:27]=[CH:28][CH:29]=4)[C:24](O)=[O:25])=[CH:17][C:11]=3[C:12]=2[C:13](=[O:16])[NH:14][CH3:15])=[CH:4][CH:3]=1.CCN=C=NCCCN(C)C.Cl.[C:42]([S:46]([NH2:49])(=[O:48])=[O:47])([CH3:45])([CH3:44])[CH3:43].ClCCCl. The catalyst is CN(C1C=CN=CC=1)C.CN(C=O)C. The product is [C:42]([S:46]([NH:49][C:24]([C:23]1[CH:22]=[C:21]([C:18]2[CH:19]=[CH:20][C:10]3[O:9][C:8]([C:5]4[CH:6]=[CH:7][C:2]([F:1])=[CH:3][CH:4]=4)=[C:12]([C:13]([NH:14][CH3:15])=[O:16])[C:11]=3[CH:17]=2)[CH:29]=[CH:28][CH:27]=1)=[O:25])(=[O:48])=[O:47])([CH3:45])([CH3:44])[CH3:43]. The yield is 0.310. (2) The reactants are [NH:1]1[C:9]2[C:4](=[CH:5][CH:6]=[CH:7][CH:8]=2)[C:3]([C:10]2[C:11](=[O:28])[NH:12][C:13](=[O:27])[C:14]=2[C:15]2[C:25]3=[C:26]4[C:21](=[CH:22][CH:23]=[CH:24]3)S[CH2:19][CH2:18][N:17]4[CH:16]=2)=[CH:2]1.ClC1C=CC=C(C(OO)=O)C=1.[S:40](=[O:43])(O)[O-:41].[Na+].C(=O)(O)[O-].[Na+]. The catalyst is ClCCl. The product is [NH:1]1[C:9]2[C:4](=[CH:5][CH:6]=[CH:7][CH:8]=2)[C:3]([C:10]2[C:11](=[O:28])[NH:12][C:13](=[O:27])[C:14]=2[C:15]2[C:25]3=[C:26]4[C:21](=[CH:22][CH:23]=[CH:24]3)[S:40](=[O:43])(=[O:41])[CH2:19][CH2:18][N:17]4[CH:16]=2)=[CH:2]1. The yield is 0.238. (3) The reactants are O=S(Cl)Cl.[C:5]([C:9]1[NH:10][C:11]2[C:16]([CH:17]=1)=[CH:15][C:14]([N+:18]([O-:20])=[O:19])=[CH:13][C:12]=2[C:21]([OH:23])=[O:22])([CH3:8])([CH3:7])[CH3:6].[CH3:24]O. No catalyst specified. The product is [C:5]([C:9]1[NH:10][C:11]2[C:16]([CH:17]=1)=[CH:15][C:14]([N+:18]([O-:20])=[O:19])=[CH:13][C:12]=2[C:21]([O:23][CH3:24])=[O:22])([CH3:8])([CH3:6])[CH3:7]. The yield is 0.700. (4) The reactants are [Cl:1][C:2]1[CH:3]=[C:4]([NH2:10])[C:5]([NH2:9])=[CH:6][C:7]=1[Cl:8].C1N=CN([C:16](N2C=NC=C2)=[O:17])C=1.O. The catalyst is CN(C=O)C. The product is [Cl:1][C:2]1[C:7]([Cl:8])=[CH:6][C:5]2[NH:9][C:16](=[O:17])[NH:10][C:4]=2[CH:3]=1. The yield is 0.900. (5) The reactants are Cl[C:2]1[CH:3]=[CH:4][C:5]2[O:14][CH2:13][CH2:12][C:11]3[CH:10]=[C:9]([C:15]4[N:16]([C:20]5[CH:25]=[CH:24][C:23]([F:26])=[CH:22][C:21]=5[F:27])[N:17]=[CH:18][N:19]=4)[S:8][C:7]=3[C:6]=2[N:28]=1.[NH2:29][CH2:30][CH2:31][NH:32][C:33](=[O:35])[CH3:34].CC(C1C=C(C(C)C)C(C2C=CC=CC=2P(C2CCCCC2)C2CCCCC2)=C(C(C)C)C=1)C.CC([O-])(C)C.[Na+]. The catalyst is O1CCOCC1.C1C=CC(/C=C/C(/C=C/C2C=CC=CC=2)=O)=CC=1.C1C=CC(/C=C/C(/C=C/C2C=CC=CC=2)=O)=CC=1.C1C=CC(/C=C/C(/C=C/C2C=CC=CC=2)=O)=CC=1.[Pd].[Pd]. The product is [F:27][C:21]1[CH:22]=[C:23]([F:26])[CH:24]=[CH:25][C:20]=1[N:16]1[C:15]([C:9]2[S:8][C:7]3[C:6]4[N:28]=[C:2]([NH:29][CH2:30][CH2:31][NH:32][C:33](=[O:35])[CH3:34])[CH:3]=[CH:4][C:5]=4[O:14][CH2:13][CH2:12][C:11]=3[CH:10]=2)=[N:19][CH:18]=[N:17]1. The yield is 0.160. (6) The product is [Br:1][C:2]1[CH:7]=[CH:6][N:5]2[N:9]=[C:10]([C:11]3[CH:16]=[CH:15][C:14]([O:17][CH3:18])=[CH:13][CH:12]=3)[CH:8]=[C:4]2[CH:3]=1. The yield is 0.700. The catalyst is ClCCCl. The reactants are [Br:1][C:2]1[CH:7]=[CH:6][N:5]=[C:4]([CH:8]2[C:10]([C:11]3[CH:16]=[CH:15][C:14]([O:17][CH3:18])=[CH:13][CH:12]=3)=[N:9]2)[CH:3]=1.C(N(CC)C(C)C)(C)C. (7) The reactants are Cl.[CH2:2]([N:4]([CH2:8][CH3:9])[CH2:5][CH2:6]Cl)[CH3:3].[OH:10][C:11]1[CH:16]=[CH:15][C:14]([C:17](=[O:21])[CH2:18][CH2:19][CH3:20])=[CH:13][CH:12]=1.C(=O)([O-])[O-].[K+].[K+]. The yield is 0.980. The catalyst is CC(C)=O.C(OCC)(=O)C. The product is [CH2:2]([N:4]([CH2:8][CH3:9])[CH2:5][CH2:6][O:10][C:11]1[CH:12]=[CH:13][C:14]([C:17](=[O:21])[CH2:18][CH2:19][CH3:20])=[CH:15][CH:16]=1)[CH3:3]. (8) The product is [C:22]([O:21][C:19](=[O:20])[NH:18][C:14]1[C:13]([C:9]2[N:10]([CH2:11][CH3:12])[C:3]3[C:2]([Br:1])=[CH:7][N:6]=[CH:5][C:4]=3[N:8]=2)=[N:17][O:16][N:15]=1)([CH3:25])([CH3:24])[CH3:23]. The catalyst is C(Cl)Cl.N1C=CC=CC=1.CN(C1C=CN=CC=1)C. The reactants are [Br:1][C:2]1[C:3]2[N:10]([CH2:11][CH3:12])[C:9]([CH:13]3[NH:17][O:16][NH:15][CH:14]3[NH2:18])=[N:8][C:4]=2[CH:5]=[N:6][CH:7]=1.[C:19](O[C:19]([O:21][C:22]([CH3:25])([CH3:24])[CH3:23])=[O:20])([O:21][C:22]([CH3:25])([CH3:24])[CH3:23])=[O:20]. The yield is 0.584. (9) The reactants are [CH2:1]([O:8][C:9](=[O:26])[C:10]1[CH:15]=[C:14]([CH:16]=O)[CH:13]=[CH:12][C:11]=1[O:18][CH2:19][C:20]1[CH:25]=[CH:24][CH:23]=[CH:22][CH:21]=1)[C:2]1[CH:7]=[CH:6][CH:5]=[CH:4][CH:3]=1.Cl.NO.C[N:31]1CCCC1=O.Cl. The catalyst is O. The product is [CH2:1]([O:8][C:9](=[O:26])[C:10]1[CH:15]=[C:14]([C:16]#[N:31])[CH:13]=[CH:12][C:11]=1[O:18][CH2:19][C:20]1[CH:25]=[CH:24][CH:23]=[CH:22][CH:21]=1)[C:2]1[CH:7]=[CH:6][CH:5]=[CH:4][CH:3]=1. The yield is 0.767.